Dataset: Reaction yield outcomes from USPTO patents with 853,638 reactions. Task: Predict the reaction yield, written as a fraction of the theoretical maximum amount of product (1.0 means a 100% yield; for example, 0.34 means a 34% yield). (1) The reactants are [CH2:1]([C:4]1([NH:14][NH2:15])[CH2:13][C:8]2([CH2:12][CH2:11][CH2:10][CH2:9]2)[O:7][CH2:6][CH2:5]1)[CH:2]=[CH2:3].CCN(CC)CC.CN(C)[CH:25]=[CH:26][CH:27]=O. The catalyst is CC(O)C. The product is [CH2:1]([C:4]1([N:14]2[CH:27]=[CH:26][CH:25]=[N:15]2)[CH2:13][C:8]2([CH2:12][CH2:11][CH2:10][CH2:9]2)[O:7][CH2:6][CH2:5]1)[CH:2]=[CH2:3]. The yield is 0.310. (2) The reactants are [O:1]1[C:5]2=[N:6][CH:7]=[CH:8][CH:9]=[C:4]2[CH2:3][C:2]21[CH:14]1[CH2:15][CH2:16][N:11]([CH2:12][CH2:13]1)[CH2:10]2.[N+:17]([O-])([OH:19])=[O:18].C(=O)([O-])[O-].[Na+].[Na+]. The catalyst is S(=O)(=O)(O)O. The product is [N+:17]([C:8]1[CH:9]=[C:4]2[CH2:3][C:2]3([CH:14]4[CH2:13][CH2:12][N:11]([CH2:16][CH2:15]4)[CH2:10]3)[O:1][C:5]2=[N:6][CH:7]=1)([O-:19])=[O:18]. The yield is 0.510. (3) The catalyst is O1CCCC1. The yield is 0.974. The reactants are C([O:3][C:4]([C:6]1[CH:11]=[CH:10][C:9]([C:12]2[CH:17]=[CH:16][CH:15]=[CH:14][C:13]=2[O:18][CH3:19])=[CH:8][CH:7]=1)=[O:5])C.[OH-].[Na+]. The product is [CH3:19][O:18][C:13]1[CH:14]=[CH:15][CH:16]=[CH:17][C:12]=1[C:9]1[CH:10]=[CH:11][C:6]([C:4]([OH:5])=[O:3])=[CH:7][CH:8]=1.